This data is from Full USPTO retrosynthesis dataset with 1.9M reactions from patents (1976-2016). The task is: Predict the reactants needed to synthesize the given product. (1) Given the product [CH2:19]([C:11]1[N:10]=[C:9]([CH2:8][NH:7][C:6](=[O:16])[O:5][C:1]([CH3:4])([CH3:3])[CH3:2])[CH:14]=[CH:13][CH:12]=1)[CH:18]=[CH2:17], predict the reactants needed to synthesize it. The reactants are: [C:1]([O:5][C:6](=[O:16])[NH:7][CH2:8][C:9]1[CH:14]=[CH:13][CH:12]=[C:11](Br)[N:10]=1)([CH3:4])([CH3:3])[CH3:2].[CH2:17](B1OC(C)(C)C(C)(C)O1)[CH:18]=[CH2:19].[F-].[Cs+]. (2) Given the product [C:22]([C@@H:21]([NH:20][C:12]([C:10]1[CH:9]=[CH:8][C:7]([C:15]2([OH:19])[CH2:18][O:17][CH2:16]2)=[C:6]([O:5][CH2:4][CH:1]2[CH2:2][CH2:3]2)[N:11]=1)=[O:14])[CH2:25][CH:26]([CH3:28])[CH3:27])(=[O:23])[NH2:24], predict the reactants needed to synthesize it. The reactants are: [CH:1]1([CH2:4][O:5][C:6]2[N:11]=[C:10]([C:12]([OH:14])=O)[CH:9]=[CH:8][C:7]=2[C:15]2([OH:19])[CH2:18][O:17][CH2:16]2)[CH2:3][CH2:2]1.[NH2:20][C@@H:21]([CH2:25][CH:26]([CH3:28])[CH3:27])[C:22]([NH2:24])=[O:23]. (3) Given the product [C:44]([O:48][C:49]([NH:39][CH:3]([CH2:2][C:7](=[O:36])[NH:8][CH2:9][C:10]([CH3:34])([CH3:35])[CH2:11][CH2:12][CH2:13][CH2:14][O:15][C:16]1[CH:21]=[C:20]([C:22]2[CH:27]=[CH:26][CH:25]=[CH:24][CH:23]=2)[CH:19]=[C:18]([C:28]2[CH:33]=[CH:32][CH:31]=[CH:30][CH:29]=2)[N:17]=1)[C:4]([OH:6])=[O:5])=[O:51])([CH3:47])([CH3:46])[CH3:45], predict the reactants needed to synthesize it. The reactants are: N[CH:2]([C:7](=[O:36])[NH:8][CH2:9][C:10]([CH3:35])([CH3:34])[CH2:11][CH2:12][CH2:13][CH2:14][O:15][C:16]1[CH:21]=[C:20]([C:22]2[CH:27]=[CH:26][CH:25]=[CH:24][CH:23]=2)[CH:19]=[C:18]([C:28]2[CH:33]=[CH:32][CH:31]=[CH:30][CH:29]=2)[N:17]=1)[CH2:3][C:4]([OH:6])=[O:5].C([N:39](CC)CC)C.[C:44]([O:48][C:49]([O:51]C(OC(C)(C)C)=O)=O)([CH3:47])([CH3:46])[CH3:45]. (4) Given the product [ClH:1].[OH:27][C:26]([C:34]1[CH:39]=[CH:38][CH:37]=[CH:36][CH:35]=1)([C:20]1[CH:21]=[CH:22][CH:23]=[CH:24][CH:25]=1)[CH:28]1[CH2:33][CH2:32][N:31]([CH2:2][CH2:3][CH2:4][C:5]([C:7]2[CH:12]=[CH:11][C:10]([C:13]([CH3:19])([CH3:18])[C:14]([O:16][CH3:17])=[O:15])=[CH:9][CH:8]=2)=[O:6])[CH2:30][CH2:29]1, predict the reactants needed to synthesize it. The reactants are: [Cl:1][CH2:2][CH2:3][CH2:4][C:5]([C:7]1[CH:12]=[CH:11][C:10]([C:13]([CH3:19])([CH3:18])[C:14]([O:16][CH3:17])=[O:15])=[CH:9][CH:8]=1)=[O:6].[C:20]1([C:26]([C:34]2[CH:39]=[CH:38][CH:37]=[CH:36][CH:35]=2)([CH:28]2[CH2:33][CH2:32][NH:31][CH2:30][CH2:29]2)[OH:27])[CH:25]=[CH:24][CH:23]=[CH:22][CH:21]=1.